Dataset: NCI-60 drug combinations with 297,098 pairs across 59 cell lines. Task: Regression. Given two drug SMILES strings and cell line genomic features, predict the synergy score measuring deviation from expected non-interaction effect. Drug 1: CNC(=O)C1=CC=CC=C1SC2=CC3=C(C=C2)C(=NN3)C=CC4=CC=CC=N4. Drug 2: CNC(=O)C1=NC=CC(=C1)OC2=CC=C(C=C2)NC(=O)NC3=CC(=C(C=C3)Cl)C(F)(F)F. Cell line: SK-MEL-2. Synergy scores: CSS=33.0, Synergy_ZIP=-8.29, Synergy_Bliss=-2.91, Synergy_Loewe=-3.75, Synergy_HSA=-4.20.